From a dataset of Forward reaction prediction with 1.9M reactions from USPTO patents (1976-2016). Predict the product of the given reaction. (1) Given the reactants [CH2:1](N1CCN2CCN(CC(C)C)P1N(CC(C)C)CC2)C(C)C.[O:24]=[C:25]1[CH2:30][CH2:29][CH:28]([C:31]([O:33][CH2:34][CH3:35])=[O:32])[CH2:27][CH2:26]1.[I-].C[S+](C)C.CCOCC, predict the reaction product. The product is: [O:24]1[C:25]2([CH2:30][CH2:29][CH:28]([C:31]([O:33][CH2:34][CH3:35])=[O:32])[CH2:27][CH2:26]2)[CH2:1]1. (2) Given the reactants [Cl:1][C:2]1[C:15]([C:16]2[CH:21]=[CH:20][CH:19]=[CH:18][CH:17]=2)=[C:14](Cl)[N:5]2[N:6]=[C:7]3[C:12]([CH:11]=[C:10]([F:13])[CH:9]=[CH:8]3)=[C:4]2[N:3]=1.O.O1CCCC1.[Cl-].[NH4+], predict the reaction product. The product is: [Cl:1][C:2]1[C:15]([C:16]2[CH:21]=[CH:20][CH:19]=[CH:18][CH:17]=2)=[CH:14][N:5]2[N:6]=[C:7]3[C:12]([CH:11]=[C:10]([F:13])[CH:9]=[CH:8]3)=[C:4]2[N:3]=1. (3) Given the reactants [C:1](/[C:3](=[C:7](/OCC)\[CH3:8])/[C:4](=[S:6])[NH2:5])#[N:2].[CH3:12][CH:13]1[CH2:18][CH2:17][CH2:16][NH:15][CH2:14]1.[CH3:19]OC(OC)N(C)C.[OH-].[Na+], predict the reaction product. The product is: [CH3:12][CH:13]1[CH2:18][CH2:17][CH2:16][N:15]([C:7]2[CH:8]=[CH:19][NH:5][C:4](=[S:6])[C:3]=2[C:1]#[N:2])[CH2:14]1. (4) The product is: [C:1]([C:3]1[CH:8]=[CH:7][C:6]([C:9]2[CH:10]=[N:11][N:12]([C:15]3[CH:23]=[CH:22][C:18]([C:19]([NH:25][CH2:26][CH2:27][CH2:28][OH:29])=[O:20])=[CH:17][N:16]=3)[C:13]=2[OH:14])=[C:5]([CH3:24])[CH:4]=1)#[N:2]. Given the reactants [C:1]([C:3]1[CH:8]=[CH:7][C:6]([C:9]2[CH:10]=[N:11][N:12]([C:15]3[CH:23]=[CH:22][C:18]([C:19](O)=[O:20])=[CH:17][N:16]=3)[C:13]=2[OH:14])=[C:5]([CH3:24])[CH:4]=1)#[N:2].[NH2:25][CH2:26][CH2:27][CH2:28][OH:29], predict the reaction product. (5) Given the reactants [CH3:1][O:2][C:3]([NH:5][CH:6]([C:10]([CH3:13])([CH3:12])[CH3:11])[C:7]([OH:9])=O)=[O:4].C1C=CC2N(O)N=NC=2C=1.Cl.Cl.Cl.[CH3:27][O:28][C:29](=[O:77])[NH:30][CH:31]([C:35]([N:37]1[CH:43]([C:44]2[NH:45][C:46]([C:49]3[CH:54]=[CH:53][C:52]([C:55]4[CH:64]=[CH:63][C:62]5[C:57](=[CH:58][CH:59]=[C:60]([C:65]6[NH:66][C:67]([CH:70]7[CH2:74][CH:73]([C:75]#[N:76])[CH2:72][NH:71]7)=[N:68][CH:69]=6)[CH:61]=5)[CH:56]=4)=[CH:51][CH:50]=3)=[CH:47][N:48]=2)[CH2:42][C:39]2([CH2:41][CH2:40]2)[CH2:38]1)=[O:36])[CH:32]([CH3:34])[CH3:33].CN1CCOCC1, predict the reaction product. The product is: [CH3:1][O:2][C:3](=[O:4])[NH:5][CH:6]([C:7]([N:71]1[CH2:72][CH:73]([C:75]#[N:76])[CH2:74][CH:70]1[C:67]1[NH:66][C:65]([C:60]2[CH:59]=[CH:58][C:57]3[C:62](=[CH:63][CH:64]=[C:55]([C:52]4[CH:51]=[CH:50][C:49]([C:46]5[NH:45][C:44]([CH:43]6[CH2:42][C:39]7([CH2:41][CH2:40]7)[CH2:38][N:37]6[C:35](=[O:36])[CH:31]([NH:30][C:29]([O:28][CH3:27])=[O:77])[CH:32]([CH3:34])[CH3:33])=[N:48][CH:47]=5)=[CH:54][CH:53]=4)[CH:56]=3)[CH:61]=2)=[CH:69][N:68]=1)=[O:9])[C:10]([CH3:13])([CH3:12])[CH3:11]. (6) Given the reactants [NH2:1][C:2]1[N:6]=[CH:5][NH:4][N:3]=1.[C:7]([N+:11]#[C-:12])([CH3:10])([CH3:9])[CH3:8].[CH3:13][C:14]1[CH:21]=[CH:20][C:19]([CH3:22])=[CH:18][C:15]=1[CH:16]=O, predict the reaction product. The product is: [C:7]([NH:11][C:12]1[N:3]2[NH:4][CH:5]=[N:6][C:2]2=[N:1][C:16]=1[C:15]1[CH:18]=[C:19]([CH3:22])[CH:20]=[CH:21][C:14]=1[CH3:13])([CH3:10])([CH3:9])[CH3:8].